Dataset: Forward reaction prediction with 1.9M reactions from USPTO patents (1976-2016). Task: Predict the product of the given reaction. (1) Given the reactants [F:1][C:2]1[CH:3]=[C:4]([C:22]2[C:23]([C:28]#[N:29])=[CH:24][CH:25]=[CH:26][CH:27]=2)[CH:5]=[CH:6][C:7]=1[CH2:8][C:9]1[C:10](=[O:21])[NH:11][C:12]2[N:13]([N:18]=[CH:19][N:20]=2)[C:14]=1[CH2:15][CH2:16][CH3:17].Cl[CH2:31][O:32][CH3:33].C(=O)([O-])[O-].[K+].[K+].CN(C)C=O, predict the reaction product. The product is: [CH3:31][O:32][CH2:33][N:11]1[C:10](=[O:21])[C:9]([CH2:8][C:7]2[CH:6]=[CH:5][C:4]([C:22]3[C:23]([C:28]#[N:29])=[CH:24][CH:25]=[CH:26][CH:27]=3)=[CH:3][C:2]=2[F:1])=[C:14]([CH2:15][CH2:16][CH3:17])[N:13]2[N:18]=[CH:19][N:20]=[C:12]12. (2) Given the reactants [NH2:1][C@@H:2]([CH2:16][C:17]1[CH:22]=[C:21]([F:23])[CH:20]=[C:19]([F:24])[CH:18]=1)[C@H:3]([OH:15])[CH2:4][NH:5][CH2:6][C:7]1[CH:12]=[CH:11][CH:10]=[C:9]([O:13][CH3:14])[CH:8]=1.C(N(CC)CC)C.[CH3:32][C:33]1[CH:34]=[C:35]([C:42]([N:44]([CH2:48][CH2:49][CH3:50])[CH2:45][CH2:46][CH3:47])=[O:43])[CH:36]=[C:37]([CH:41]=1)[C:38](O)=[O:39].ON1C2C=CC=CC=2N=N1.Cl.CN(C)CCCN=C=NCC, predict the reaction product. The product is: [F:24][C:19]1[CH:18]=[C:17]([CH:22]=[C:21]([F:23])[CH:20]=1)[CH2:16][C@H:2]([NH:1][C:38](=[O:39])[C:37]1[CH:41]=[C:33]([CH3:32])[CH:34]=[C:35]([C:42]([N:44]([CH2:45][CH2:46][CH3:47])[CH2:48][CH2:49][CH3:50])=[O:43])[CH:36]=1)[C@H:3]([OH:15])[CH2:4][NH:5][CH2:6][C:7]1[CH:12]=[CH:11][CH:10]=[C:9]([O:13][CH3:14])[CH:8]=1. (3) Given the reactants [Br:1][C:2]1[C:7]([O:8][CH3:9])=[CH:6][CH:5]=[C:4]([N+:10]([O-:12])=[O:11])[N:3]=1.Br[C:14]1C(OCC)=CC=CN=1, predict the reaction product. The product is: [Br:1][C:2]1[C:7]([O:8][CH2:9][CH3:14])=[CH:6][CH:5]=[C:4]([N+:10]([O-:12])=[O:11])[N:3]=1. (4) Given the reactants [Cl:1][C:2]1[CH:3]=[C:4]([OH:11])[C:5]([N+:8]([O-:10])=[O:9])=[N:6][CH:7]=1.C1(P(C2C=CC=CC=2)C2C=CC=CC=2)C=CC=CC=1.[CH3:31][O:32][CH2:33][CH:34](O)[CH3:35], predict the reaction product. The product is: [Cl:1][C:2]1[CH:3]=[C:4]([O:11][CH:34]([CH3:35])[CH2:33][O:32][CH3:31])[C:5]([N+:8]([O-:10])=[O:9])=[N:6][CH:7]=1. (5) Given the reactants [C:1]([O:5][C:6]([C:8]1[C:13]([NH:14][C:15]2[CH:20]=[CH:19][C:18]([Br:21])=[CH:17][C:16]=2[F:22])=[CH:12][C:11]([N:24]=[N+]=[N-])([Cl:23])[NH:10][N:9]=1)=[O:7])([CH3:4])([CH3:3])[CH3:2], predict the reaction product. The product is: [C:1]([O:5][C:6]([C:8]1[C:13]([NH:14][C:15]2[CH:20]=[CH:19][C:18]([Br:21])=[CH:17][C:16]=2[F:22])=[CH:12][C:11]([NH2:24])([Cl:23])[NH:10][N:9]=1)=[O:7])([CH3:4])([CH3:2])[CH3:3].